Dataset: Forward reaction prediction with 1.9M reactions from USPTO patents (1976-2016). Task: Predict the product of the given reaction. (1) The product is: [CH2:22]([O:20][C:19]([C:11]1[CH:12]=[CH:13][C:14]([C:16]([O:18][CH2:22][C:23]2[CH:28]=[CH:27][CH:26]=[CH:25][CH:24]=2)=[O:17])=[CH:15][N:10]=1)=[O:21])[C:23]1[CH:28]=[CH:27][CH:26]=[CH:25][CH:24]=1. Given the reactants S(Cl)(Cl)=O.CN(C)C=O.[N:10]1[CH:15]=[C:14]([C:16]([OH:18])=[O:17])[CH:13]=[CH:12][C:11]=1[C:19]([OH:21])=[O:20].[CH2:22](O)[C:23]1[CH:28]=[CH:27][CH:26]=[CH:25][CH:24]=1, predict the reaction product. (2) Given the reactants [C:1]([O:5][C:6]([N:8]1[C:16]2[C:11](=[CH:12][C:13](C=CCO)=[CH:14][CH:15]=2)[CH:10]=[CH:9]1)=[O:7])([CH3:4])([CH3:3])[CH3:2].CCN([CH2:26][CH3:27])CC.CS(Cl)(=O)=O.[CH:33]1([NH:39][CH3:40])[CH2:38][CH2:37]CCC1.[C:41]([O-])(O)=[O:42].[Na+], predict the reaction product. The product is: [C:1]([O:5][C:6]([N:8]1[C:16]2[C:11](=[CH:12][CH:13]=[C:14]([CH:37]=[CH:38][CH2:33][N:39]3[CH2:40][CH2:41][O:42][CH2:26][CH2:27]3)[CH:15]=2)[CH:10]=[CH:9]1)=[O:7])([CH3:2])([CH3:3])[CH3:4].